The task is: Predict the reactants needed to synthesize the given product.. This data is from Full USPTO retrosynthesis dataset with 1.9M reactions from patents (1976-2016). (1) Given the product [NH2:36][C:37]1([C:41]2[CH:42]=[CH:43][C:44]([C:47]3[C:56](=[O:57])[C:55]4[C:50](=[CH:51][C:52]([O:59][CH3:60])=[C:53]([CH3:58])[CH:54]=4)[O:49][C:48]=3[C:61]3[CH:62]=[CH:63][CH:64]=[CH:65][CH:66]=3)=[CH:45][CH:46]=2)[CH2:38][CH2:39][CH2:40]1, predict the reactants needed to synthesize it. The reactants are: NC1(C2C=CC(C3C(=O)C4C(=CC=C(F)C=4)OC=3C3C=CC=CC=3)=CC=2)CCC1.C(OC(=O)[NH:36][C:37]1([C:41]2[CH:46]=[CH:45][C:44]([C:47]3[C:56](=[O:57])[C:55]4[C:50](=[CH:51][C:52]([O:59][CH3:60])=[C:53]([CH3:58])[CH:54]=4)[O:49][C:48]=3[C:61]3[CH:66]=[CH:65][CH:64]=[CH:63][CH:62]=3)=[CH:43][CH:42]=2)[CH2:40][CH2:39][CH2:38]1)(C)(C)C. (2) Given the product [Br:1][C:2]1[CH:3]=[C:4]([NH:9][S:28]([C:25]2[CH:24]=[CH:23][C:22]([O:21][CH3:20])=[CH:27][CH:26]=2)(=[O:30])=[O:29])[C:5]([Cl:8])=[N:6][CH:7]=1, predict the reactants needed to synthesize it. The reactants are: [Br:1][C:2]1[CH:3]=[C:4]([NH2:9])[C:5]([Cl:8])=[N:6][CH:7]=1.[Li+].C[Si]([N-][Si](C)(C)C)(C)C.[CH3:20][O:21][C:22]1[CH:27]=[CH:26][C:25]([S:28](Cl)(=[O:30])=[O:29])=[CH:24][CH:23]=1. (3) Given the product [F:6][C:7]1[CH:12]=[C:11]([O:13][CH3:14])[CH:10]=[C:9]([F:15])[C:8]=1[C:16]([OH:18])=[O:17], predict the reactants needed to synthesize it. The reactants are: C([Li])CCC.[F:6][C:7]1[CH:12]=[C:11]([O:13][CH3:14])[CH:10]=[C:9]([F:15])[CH:8]=1.[C:16](=[O:18])=[O:17].Cl. (4) Given the product [Cl:13][C:10]1[CH:11]=[CH:12][C:7]([NH:6][C:4](=[O:5])[C:3]2[CH:14]=[C:15]([C:18]([O:20][CH3:21])=[O:19])[CH:16]=[CH:17][C:2]=2[NH:1][CH2:35][CH:32]2[CH2:33][CH2:34][NH:29][CH2:30][CH2:31]2)=[N:8][CH:9]=1, predict the reactants needed to synthesize it. The reactants are: [NH2:1][C:2]1[CH:17]=[CH:16][C:15]([C:18]([O:20][CH3:21])=[O:19])=[CH:14][C:3]=1[C:4]([NH:6][C:7]1[CH:12]=[CH:11][C:10]([Cl:13])=[CH:9][N:8]=1)=[O:5].C(OC([N:29]1[CH2:34][CH2:33][CH:32]([CH:35]=O)[CH2:31][CH2:30]1)=O)(C)(C)C.[B-][N+](C)(C)C. (5) Given the product [C:13]1([CH2:12][CH2:11][C:9]2[S:8][C:4]3[N:5]=[CH:6][N:7]=[C:2]([NH:19][C:20]4[CH:29]=[CH:28][C:23]5[NH:24][C:25](=[O:27])[S:26][C:22]=5[CH:21]=4)[C:3]=3[N:10]=2)[CH:18]=[CH:17][CH:16]=[CH:15][CH:14]=1, predict the reactants needed to synthesize it. The reactants are: Cl[C:2]1[C:3]2[N:10]=[C:9]([CH2:11][CH2:12][C:13]3[CH:18]=[CH:17][CH:16]=[CH:15][CH:14]=3)[S:8][C:4]=2[N:5]=[CH:6][N:7]=1.[NH2:19][C:20]1[CH:29]=[CH:28][C:23]2[NH:24][C:25](=[O:27])[S:26][C:22]=2[CH:21]=1.